Dataset: Experimentally validated miRNA-target interactions with 360,000+ pairs, plus equal number of negative samples. Task: Binary Classification. Given a miRNA mature sequence and a target amino acid sequence, predict their likelihood of interaction. (1) The miRNA is mmu-miR-7018-5p with sequence GUGAGCAGACAGGGAGUGGUGGGG. The protein sequence of the target gene is MLAGRPGTRSAVGELGTESSDNLDRAPLGPRESGGHHRPGSYLDMKIHLEKNLEEERQILLQQQKICRNRARKYFVESNRRKKAFEEKRKEQEEKEHQIREQILQQRKQKFEEVTEKFQRAHVPLSQRRKAVSRKPVPPLEEALKQIQESNLKSEVNLPFSRRPTINWRAIDSALPSALSKNDHKHQKQLLSKINCEKEMNENMRATLATSKNVFQLKLEETQKLLEDQHLSNLQKFGDEVNQITNSETLSSIDSLEATEHEEIYLTLNKEHSTSIQRNTISLKPANMQSTNLSCFDEDK.... Result: 0 (no interaction). (2) The miRNA is hsa-miR-138-5p with sequence AGCUGGUGUUGUGAAUCAGGCCG. The protein sequence of the target gene is MGTRLPLVLRQLRRPPQPPGPPRRLRVPCRASSGGGGGGGGGREGLLGQRRPQDGQARSSCSPGGRTPAARDSIVREVIQNSKEVLSLLQEKNPAFKPVLAIIQAGDDNLMQEINQNLAEEAGLNITHICLPPDSSEAEIIDEILKINEDTRVHGLALQISENLFSNKVLNALKPEKDVDGVTDINLGKLVRGDAHECFVSPVAKAVIELLEKSGVNLDGKKILVVGAHGSLEAALQCLFQRKGSMTMSIQWKTRQLQSKLHEADIVVLGSPKPEEIPLTWIQPGTTVLNCSHDFLSGKV.... Result: 1 (interaction). (3) The miRNA is mmu-miR-466q with sequence GUGCACACACACACAUACGU. The protein sequence of the target gene is MDTEGFGELLQQAEQLAAETEGISELPHVERNLQEIQQAGERLRSRTLTRTSQETADVKASVLLGSRGLDISHISQRLESLSAATTFEPLEPVKDTDIQGFLKNEKDNALLSAIEESRKRTFGMAEEYHRESMLVEWEQVKQRILHTLLASGEDALDFTQESEPSYIGDVNPPGRSSLDSIEMAYARQIYIYNEKIVSGHLQPNLVDLCASVAELDDKSISDMWAMVKQMTDVVLTPATDALKSRSSVEVRMDFVKQALGYLEQSYKNYTLVTVFGNLHQAQLGGVPGTYQLVRSFLNIK.... Result: 1 (interaction). (4) The miRNA is hsa-miR-4696 with sequence UGCAAGACGGAUACUGUCAUCU. The protein sequence of the target gene is MAAGWLTTWSQNSVTFQEVAVDFSQEEWALLDPAQKNLYKDVMLENFRNLASVGYQLCRHSLISKVDQEQLKTDERGILQGDCADWETQLKPKDTIAMQNIPGGKTSNGINTAENQPGEHSLECNHCGKFRKNTRFICTRYCKGEKCYKYIKYSKVFNHPSTLRSHVSIHIGEKTLEFTDCRKAFNQESSLRKHLRTPTGQKFQEYEQCDMSFSLHSSCSVREQIPTGEKGDECSDYGKISPLSVHTKTGSVEEGLECNEHEKTFTDPLSLQNCVRTHSGEMPYECSDCGKAFIFQSSLK.... Result: 0 (no interaction).